This data is from Reaction yield outcomes from USPTO patents with 853,638 reactions. The task is: Predict the reaction yield, written as a fraction of the theoretical maximum amount of product (1.0 means a 100% yield; for example, 0.34 means a 34% yield). (1) The reactants are [CH2:1]([O:3][C:4](=[O:7])[CH:5]=[CH2:6])[CH3:2].[CH3:8][NH2:9].[C:10]([O:14][C:15]([O:17]C(OC(C)(C)C)=O)=O)([CH3:13])([CH3:12])[CH3:11]. The catalyst is C(O)C. The product is [CH2:1]([O:3][C:4](=[O:7])[CH2:5][CH2:6][NH:9][CH2:8][C:15]([O:14][C:10]([CH3:13])([CH3:12])[CH3:11])=[O:17])[CH3:2]. The yield is 0.660. (2) The reactants are [H-].[Na+].[N+:3]([C:6]1[CH:7]=[C:8]([NH:12][C:13]2[CH:14]=[N:15][CH:16]=[CH:17][CH:18]=2)[CH:9]=[CH:10][CH:11]=1)([O-:5])=[O:4].[CH3:19]I. The catalyst is C1COCC1.CCOC(C)=O. The product is [CH3:19][N:12]([C:8]1[CH:9]=[CH:10][CH:11]=[C:6]([N+:3]([O-:5])=[O:4])[CH:7]=1)[C:13]1[CH:14]=[N:15][CH:16]=[CH:17][CH:18]=1. The yield is 0.640. (3) The reactants are [F:1][CH2:2][C:3]1[N:4]([C:9]2[C:18]3[C:13](=[CH:14][CH:15]=[CH:16][CH:17]=3)[C:12]([CH3:19])=[CH:11][CH:10]=2)[C:5]([SH:8])=[N:6][N:7]=1.C([O-])([O-])=O.[K+].[K+].Cl[CH2:27][C:28]([NH:30][C:31]1[CH:36]=[CH:35][C:34]([S:37](=[O:40])(=[O:39])[NH2:38])=[CH:33][C:32]=1[CH3:41])=[O:29].O. The catalyst is CN(C=O)C. The product is [F:1][CH2:2][C:3]1[N:4]([C:9]2[C:18]3[C:13](=[CH:14][CH:15]=[CH:16][CH:17]=3)[C:12]([CH3:19])=[CH:11][CH:10]=2)[C:5]([S:8][CH2:27][C:28]([NH:30][C:31]2[CH:36]=[CH:35][C:34]([S:37](=[O:40])(=[O:39])[NH2:38])=[CH:33][C:32]=2[CH3:41])=[O:29])=[N:6][N:7]=1. The yield is 0.500. (4) The product is [Br:34][C:14]1[C:13](=[O:15])[N:12]([CH2:16][C:17]2[CH:22]=[CH:21][C:20]([C:23]3[C:24]([C:29]#[N:30])=[CH:25][CH:26]=[CH:27][CH:28]=3)=[CH:19][CH:18]=2)[C:11]([CH2:31][CH2:32][CH3:33])=[N:10][C:9]=1[CH:7]([F:6])[CH3:8]. The reactants are C([O-])(=O)C.[Na+].[F:6][CH:7]([C:9]1[N:10]=[C:11]([CH2:31][CH2:32][CH3:33])[N:12]([CH2:16][C:17]2[CH:22]=[CH:21][C:20]([C:23]3[C:24]([C:29]#[N:30])=[CH:25][CH:26]=[CH:27][CH:28]=3)=[CH:19][CH:18]=2)[C:13](=[O:15])[CH:14]=1)[CH3:8].[Br:34]Br. The yield is 0.830. The catalyst is C(O)(=O)C. (5) The yield is 0.830. No catalyst specified. The product is [F:24][C:25]1[CH:30]=[CH:29][C:28]([C:2]2[CH:3]=[C:4]3[C:9](=[CH:10][CH:11]=2)[CH:8]=[C:7]([S:12]([C:15]2[CH:20]=[CH:19][CH:18]=[CH:17][C:16]=2[C@@H:21]([OH:23])[CH3:22])(=[O:14])=[O:13])[CH:6]=[CH:5]3)=[CH:27][CH:26]=1. The reactants are Br[C:2]1[CH:3]=[C:4]2[C:9](=[CH:10][CH:11]=1)[CH:8]=[C:7]([S:12]([C:15]1[CH:20]=[CH:19][CH:18]=[CH:17][C:16]=1[C@@H:21]([OH:23])[CH3:22])(=[O:14])=[O:13])[CH:6]=[CH:5]2.[F:24][C:25]1[CH:30]=[CH:29][C:28](B(O)O)=[CH:27][CH:26]=1. (6) The reactants are Br[C:2]1[S:6][C:5]([C:7](=[O:9])[CH3:8])=[CH:4][C:3]=1[Cl:10].C(O[Na])(C)=O. The catalyst is CCO.[Pd]. The product is [Cl:10][C:3]1[CH:4]=[C:5]([C:7](=[O:9])[CH3:8])[S:6][CH:2]=1. The yield is 0.620. (7) The reactants are [F:1][C:2]1[C:3]([CH3:25])=[C:4]([C@:8]2([C:21]([O:23][CH3:24])=[O:22])[CH2:12][CH2:11][C:10](OS(C(F)(F)F)(=O)=O)=[CH:9]2)[CH:5]=[CH:6][CH:7]=1.[F:26][CH:27]([F:42])[N:28]1[CH:32]=[C:31](B2OC(C)(C)C(C)(C)O2)[CH:30]=[N:29]1. The yield is 0.770. The product is [F:26][CH:27]([F:42])[N:28]1[CH:32]=[C:31]([C:10]2[CH2:11][CH2:12][C@:8]([C:4]3[CH:5]=[CH:6][CH:7]=[C:2]([F:1])[C:3]=3[CH3:25])([C:21]([O:23][CH3:24])=[O:22])[CH:9]=2)[CH:30]=[N:29]1. No catalyst specified.